Dataset: Retrosynthesis with 50K atom-mapped reactions and 10 reaction types from USPTO. Task: Predict the reactants needed to synthesize the given product. (1) Given the product Nc1nc(-c2ccc(F)cc2)c(CC(=O)O)s1, predict the reactants needed to synthesize it. The reactants are: NC(N)=S.O=C(O)CC(Br)C(=O)c1ccc(F)cc1. (2) The reactants are: CC(C)(C)OC(=O)Nc1ccc(C(F)(F)F)cc1N.Cc1ncccc1-c1cccc(C(=O)CC(=O)OC(C)(C)C)c1. Given the product Cc1ncccc1-c1cccc(C(=O)CC(=O)Nc2cc(C(F)(F)F)ccc2NC(=O)OC(C)(C)C)c1, predict the reactants needed to synthesize it.